Dataset: Forward reaction prediction with 1.9M reactions from USPTO patents (1976-2016). Task: Predict the product of the given reaction. (1) Given the reactants [OH:1][CH2:2][CH2:3][N:4]1[CH2:9][CH2:8][N:7]([C:10](=[O:26])[CH2:11][CH2:12][NH:13][S:14]([C:17]2[CH:22]=[CH:21][CH:20]=[CH:19][C:18]=2[N+:23]([O-:25])=[O:24])(=[O:16])=[O:15])[CH2:6][CH2:5]1.N1C=CC=CC=1.[C:33](OC(=O)C)(=[O:35])[CH3:34].O, predict the reaction product. The product is: [C:33]([O:1][CH2:2][CH2:3][N:4]1[CH2:5][CH2:6][N:7]([C:10](=[O:26])[CH2:11][CH2:12][NH:13][S:14]([C:17]2[CH:22]=[CH:21][CH:20]=[CH:19][C:18]=2[N+:23]([O-:25])=[O:24])(=[O:15])=[O:16])[CH2:8][CH2:9]1)(=[O:35])[CH3:34]. (2) Given the reactants [C:1]1([PH:7](=[S:14])[C:8]2[CH:13]=[CH:12][CH:11]=[CH:10][CH:9]=2)[CH:6]=[CH:5][CH:4]=[CH:3][CH:2]=1.[CH2:15]([N:17]([CH2:22][CH3:23])[C:18](=[O:21])[CH2:19]Cl)[CH3:16].[OH-].[K+].O, predict the reaction product. The product is: [CH2:15]([N:17]([CH2:22][CH3:23])[C:18]([CH2:19][P:7](=[S:14])([C:8]1[CH:13]=[CH:12][CH:11]=[CH:10][CH:9]=1)[C:1]1[CH:2]=[CH:3][CH:4]=[CH:5][CH:6]=1)=[O:21])[CH3:16].